This data is from Reaction yield outcomes from USPTO patents with 853,638 reactions. The task is: Predict the reaction yield, written as a fraction of the theoretical maximum amount of product (1.0 means a 100% yield; for example, 0.34 means a 34% yield). (1) The reactants are [C:1]1([CH2:7][CH2:8][CH2:9][CH2:10][OH:11])[CH:6]=[CH:5][CH:4]=[CH:3][CH:2]=1.[H-].[Na+].[NH2:14][C:15]1[N:20]=[C:19]([S:21]([NH:24][C:25]([C:27]2[C:28](F)=[N:29][C:30]([C:33]3[CH:38]=[C:37]([O:39][CH2:40][CH:41]([CH3:43])[CH3:42])[CH:36]=[C:35]([F:44])[CH:34]=3)=[CH:31][CH:32]=2)=[O:26])(=[O:23])=[O:22])[CH:18]=[CH:17][CH:16]=1. The catalyst is O1CCOCC1.CS(C)=O. The product is [NH2:14][C:15]1[N:20]=[C:19]([S:21]([NH:24][C:25]([C:27]2[C:28]([O:11][CH2:10][CH2:9][CH2:8][CH2:7][C:1]3[CH:6]=[CH:5][CH:4]=[CH:3][CH:2]=3)=[N:29][C:30]([C:33]3[CH:38]=[C:37]([O:39][CH2:40][CH:41]([CH3:42])[CH3:43])[CH:36]=[C:35]([F:44])[CH:34]=3)=[CH:31][CH:32]=2)=[O:26])(=[O:23])=[O:22])[CH:18]=[CH:17][CH:16]=1. The yield is 0.640. (2) The reactants are [H-].[Na+].[C:3]([O:11][CH2:12][CH3:13])(=[O:10])[CH2:4][C:5]([O:7][CH2:8][CH3:9])=[O:6].[Br:14][C:15]1[CH:16]=[C:17]([N+:22]([O-:24])=[O:23])[C:18](Cl)=[N:19][CH:20]=1. The catalyst is CN(C)C=O. The product is [Br:14][C:15]1[CH:16]=[C:17]([N+:22]([O-:24])=[O:23])[C:18]([CH:4]([C:5]([O:7][CH2:8][CH3:9])=[O:6])[C:3]([O:11][CH2:12][CH3:13])=[O:10])=[N:19][CH:20]=1. The yield is 0.690. (3) The reactants are Cl[C:2]1[N:7]=[C:6]([N:8]2[C@H:12]([C:13]3[CH:18]=[CH:17][CH:16]=[CH:15][CH:14]=3)[CH2:11][O:10][C:9]2=[O:19])[CH:5]=[CH:4][N:3]=1.[CH:20]1([C@@H:23]([NH2:25])[CH3:24])[CH2:22][CH2:21]1. The catalyst is CN1C(=O)CCC1. The product is [CH:20]1([C@@H:23]([NH:25][C:2]2[N:7]=[C:6]([N:8]3[C@H:12]([C:13]4[CH:18]=[CH:17][CH:16]=[CH:15][CH:14]=4)[CH2:11][O:10][C:9]3=[O:19])[CH:5]=[CH:4][N:3]=2)[CH3:24])[CH2:22][CH2:21]1. The yield is 0.100. (4) The reactants are [F:1][C:2]1[CH:7]=[CH:6][C:5]([CH2:8][CH2:9][C:10]([O:12]CC)=[O:11])=[CH:4][C:3]=1[NH:15][C:16]([C:18]1[C:27]2[C:22](=[CH:23][CH:24]=[CH:25][CH:26]=2)[CH:21]=[C:20]([C:28]2[CH:33]=[CH:32][CH:31]=[C:30]([F:34])[CH:29]=2)[CH:19]=1)=[O:17].O[Li].O. No catalyst specified. The product is [F:1][C:2]1[CH:7]=[CH:6][C:5]([CH2:8][CH2:9][C:10]([OH:12])=[O:11])=[CH:4][C:3]=1[NH:15][C:16]([C:18]1[C:27]2[C:22](=[CH:23][CH:24]=[CH:25][CH:26]=2)[CH:21]=[C:20]([C:28]2[CH:33]=[CH:32][CH:31]=[C:30]([F:34])[CH:29]=2)[CH:19]=1)=[O:17]. The yield is 0.416. (5) The reactants are Cl.[Br:2][C:3]1[CH:15]=[CH:14][C:13]([O:16]C)=[CH:12][C:4]=1[CH2:5][CH:6]1[CH2:11][CH2:10][NH:9][CH2:8][CH2:7]1. The catalyst is [OH-].[Na+]. The product is [Br:2][C:3]1[CH:15]=[CH:14][C:13]([OH:16])=[CH:12][C:4]=1[CH2:5][CH:6]1[CH2:7][CH2:8][NH:9][CH2:10][CH2:11]1. The yield is 0.740. (6) The yield is 1.00. The catalyst is C(OCC)(=O)C. The reactants are [Cl:1][C:2]1[CH:7]=[CH:6][CH:5]=[C:4]([Cl:8])[C:3]=1[C:9]1[N:13]=[C:12]([C:14]2[CH:19]=[CH:18][CH:17]=[C:16]([N+:20]([O-])=O)[CH:15]=2)[O:11][N:10]=1.O.O.[Sn](Cl)Cl.[Sn](Cl)Cl. The product is [Cl:8][C:4]1[CH:5]=[CH:6][CH:7]=[C:2]([Cl:1])[C:3]=1[C:9]1[N:13]=[C:12]([C:14]2[CH:19]=[CH:18][CH:17]=[C:16]([NH2:20])[CH:15]=2)[O:11][N:10]=1.